This data is from Forward reaction prediction with 1.9M reactions from USPTO patents (1976-2016). The task is: Predict the product of the given reaction. Given the reactants Cl[C:2]1[CH:22]=[CH:21][C:5]([C:6]([O:8][CH2:9][CH2:10][O:11][CH2:12][CH2:13][C:14]([O:16][C:17]([CH3:20])([CH3:19])[CH3:18])=[O:15])=[O:7])=[CH:4][C:3]=1[N+:23]([O-:25])=[O:24].C([O-])([O-])=O.[K+].[K+].[CH:32]1([NH2:38])[CH2:37][CH2:36][CH2:35][CH2:34][CH2:33]1, predict the reaction product. The product is: [CH:32]1([NH:38][C:2]2[CH:22]=[CH:21][C:5]([C:6]([O:8][CH2:9][CH2:10][O:11][CH2:12][CH2:13][C:14]([O:16][C:17]([CH3:20])([CH3:19])[CH3:18])=[O:15])=[O:7])=[CH:4][C:3]=2[N+:23]([O-:25])=[O:24])[CH2:37][CH2:36][CH2:35][CH2:34][CH2:33]1.